Dataset: Catalyst prediction with 721,799 reactions and 888 catalyst types from USPTO. Task: Predict which catalyst facilitates the given reaction. (1) Reactant: [F:1][C:2]1[CH:3]=[C:4]([CH:6]=[CH:7][C:8]=1[O:9][C:10]1[CH:15]=[CH:14][N:13]=[C:12]2[CH:16]=[CH:17][S:18][C:11]=12)[NH2:5].C(N(CC)CC)C.Cl[C:27](=[O:33])[C:28]([O:30][CH2:31][CH3:32])=[O:29]. Product: [F:1][C:2]1[CH:3]=[C:4]([NH:5][C:27](=[O:33])[C:28]([O:30][CH2:31][CH3:32])=[O:29])[CH:6]=[CH:7][C:8]=1[O:9][C:10]1[CH:15]=[CH:14][N:13]=[C:12]2[CH:16]=[CH:17][S:18][C:11]=12. The catalyst class is: 2. (2) Reactant: [C:1]([OH:5])(=[O:4])[CH2:2][SH:3].[OH-].[Na+].C1(C)C=CC=CC=1.[Cl:15][CH2:16][CH2:17][N:18]([CH2:42][CH2:43][Cl:44])[P:19]([N:35]([CH2:39][CH2:40][Cl:41])[CH2:36][CH2:37][Cl:38])(=[O:34])[O:20][CH2:21][CH2:22]OS(C1C=CC(Br)=CC=1)(=O)=O. Product: [Cl:44][CH2:43][CH2:42][N:18]([CH2:17][CH2:16][Cl:15])[P:19]([N:35]([CH2:39][CH2:40][Cl:41])[CH2:36][CH2:37][Cl:38])(=[O:34])[O:20][CH2:21][CH2:22][S:3][CH2:2][C:1]([OH:5])=[O:4]. The catalyst class is: 459. (3) Reactant: Br[C:2]1[C:3]([C:11]2[CH:16]=[CH:15][C:14]([F:17])=[CH:13][CH:12]=2)=[N:4][N:5]2[CH:10]=[CH:9][CH:8]=[CH:7][C:6]=12.[F:18][C:19]1[CH:24]=[C:23](B(O)O)[CH:22]=[CH:21][N:20]=1.C(=O)([O-])[O-].[Na+].[Na+]. Product: [F:17][C:14]1[CH:15]=[CH:16][C:11]([C:3]2[C:2]([C:23]3[CH:22]=[CH:21][N:20]=[C:19]([F:18])[CH:24]=3)=[C:6]3[CH:7]=[CH:8][CH:9]=[CH:10][N:5]3[N:4]=2)=[CH:12][CH:13]=1. The catalyst class is: 233. (4) Product: [CH:1]([O:5][C:6]([NH:8][C:9]1[CH:17]=[CH:16][C:15]([C:18]([F:19])([F:20])[F:21])=[CH:14][C:10]=1[C:11]([OH:13])=[O:12])=[O:7])([CH3:3])[CH3:2]. Reactant: [C:1]([O:5][C:6]([NH:8][C:9]1[CH:17]=[CH:16][C:15]([C:18]([F:21])([F:20])[F:19])=[CH:14][C:10]=1[C:11]([OH:13])=[O:12])=[O:7])(C)([CH3:3])[CH3:2]. The catalyst class is: 89. (5) Reactant: Br[C:2]1[CH:7]=[CH:6][C:5]([S:8][CH3:9])=[CH:4][C:3]=1[CH3:10].[Cl-].[C:12]([O:16][C:17](=[O:20])[CH2:18][Zn+])([CH3:15])([CH3:14])[CH3:13]. Product: [C:12]([O:16][C:17](=[O:20])[CH2:18][C:2]1[CH:7]=[CH:6][C:5]([S:8][CH3:9])=[CH:4][C:3]=1[CH3:10])([CH3:15])([CH3:14])[CH3:13]. The catalyst class is: 1.